Predict the product of the given reaction. From a dataset of Forward reaction prediction with 1.9M reactions from USPTO patents (1976-2016). (1) Given the reactants C[O:2][C:3]([C:5]1[CH:6]=[C:7]2[C:11](=[CH:12][CH:13]=1)[N:10]([CH3:14])[CH:9]=[C:8]2[CH2:15][C:16]1[CH:21]=[CH:20][C:19]([NH:22][C:23](=[O:30])[C:24]2[CH:29]=[CH:28][CH:27]=[CH:26][CH:25]=2)=[CH:18][CH:17]=1)=[O:4].[OH-].[Na+].CO.O, predict the reaction product. The product is: [C:23]([NH:22][C:19]1[CH:18]=[CH:17][C:16]([CH2:15][C:8]2[C:7]3[C:11](=[CH:12][CH:13]=[C:5]([C:3]([OH:4])=[O:2])[CH:6]=3)[N:10]([CH3:14])[CH:9]=2)=[CH:21][CH:20]=1)(=[O:30])[C:24]1[CH:29]=[CH:28][CH:27]=[CH:26][CH:25]=1. (2) Given the reactants [CH:1]([C:3]1[CH:4]=[C:5]([CH:7]=[CH:8][CH:9]=1)[NH2:6])=[CH2:2].[F:10][C:11]1[CH:12]=[C:13]([NH:17][C:18]2[N:23]=[C:22]([NH:24][CH2:25][CH2:26][CH3:27])[C:21](I)=[CH:20][N:19]=2)[CH:14]=[CH:15][CH:16]=1, predict the reaction product. The product is: [NH2:6][C:5]1[CH:4]=[C:3]([CH:9]=[CH:8][CH:7]=1)/[CH:1]=[CH:2]/[C:21]1[C:22]([NH:24][CH2:25][CH2:26][CH3:27])=[N:23][C:18]([NH:17][C:13]2[CH:14]=[CH:15][CH:16]=[C:11]([F:10])[CH:12]=2)=[N:19][CH:20]=1. (3) Given the reactants Cl.[O:2]([C:9]1[CH:30]=[CH:29][C:12]([O:13][C:14]2[C:15]3[N:22]([CH:23]4[CH2:28][CH2:27][NH:26][CH2:25][CH2:24]4)[N:21]=[CH:20][C:16]=3[N:17]=[CH:18][N:19]=2)=[CH:11][CH:10]=1)[C:3]1[CH:8]=[CH:7][CH:6]=[CH:5][CH:4]=1.[C:31](O)(=[O:34])[CH:32]=[CH2:33].C(N(C(C)C)C(C)C)C.ClCCCl.C(P1(=O)OP(=O)(CCC)OP(=O)(CCC)O1)CC, predict the reaction product. The product is: [O:2]([C:9]1[CH:10]=[CH:11][C:12]([O:13][C:14]2[C:15]3[N:22]([CH:23]4[CH2:24][CH2:25][N:26]([C:31](=[O:34])[CH:32]=[CH2:33])[CH2:27][CH2:28]4)[N:21]=[CH:20][C:16]=3[N:17]=[CH:18][N:19]=2)=[CH:29][CH:30]=1)[C:3]1[CH:8]=[CH:7][CH:6]=[CH:5][CH:4]=1.